Dataset: Reaction yield outcomes from USPTO patents with 853,638 reactions. Task: Predict the reaction yield, written as a fraction of the theoretical maximum amount of product (1.0 means a 100% yield; for example, 0.34 means a 34% yield). (1) The reactants are [C:1]([C:3]1[C:8]([F:9])=[C:7]([CH:10]2[O:14][CH2:13][CH2:12][O:11]2)[CH:6]=[CH:5][N:4]=1)#N.[OH-:15].[Na+].Cl.[OH2:18]. No catalyst specified. The product is [F:9][C:8]1[C:3]([C:1]([OH:18])=[O:15])=[N:4][CH:5]=[CH:6][C:7]=1[CH:10]1[O:14][CH2:13][CH2:12][O:11]1. The yield is 0.530. (2) The reactants are O=C1C2C(=CC=CC=2)C(=O)[N:3]1[CH2:12][CH2:13][O:14][C:15]1[CH:20]=[CH:19][C:18]([C:21](=[O:27])[NH:22][CH2:23][CH:24]([CH3:26])[CH3:25])=[CH:17][C:16]=1[C:28]1[CH:29]=[CH:30][C:31]2[O:35][C:34]([C:36]3[CH:41]=[CH:40][C:39]([F:42])=[CH:38][CH:37]=3)=[C:33]([C:43]([NH:45][CH3:46])=[O:44])[C:32]=2[CH:47]=1.NN. The product is [NH2:3][CH2:12][CH2:13][O:14][C:15]1[CH:20]=[CH:19][C:18]([C:21](=[O:27])[NH:22][CH2:23][CH:24]([CH3:26])[CH3:25])=[CH:17][C:16]=1[C:28]1[CH:29]=[CH:30][C:31]2[O:35][C:34]([C:36]3[CH:37]=[CH:38][C:39]([F:42])=[CH:40][CH:41]=3)=[C:33]([C:43]([NH:45][CH3:46])=[O:44])[C:32]=2[CH:47]=1. The yield is 0.580. The catalyst is CO.O.O.CO.C(#N)C.O.C(#N)C.